Task: Predict which catalyst facilitates the given reaction.. Dataset: Catalyst prediction with 721,799 reactions and 888 catalyst types from USPTO (1) Reactant: I[Si](C)(C)C.[OH:6][C:7]1[CH:8]=[C:9]([CH:20]=[C:21]([O:23][C@@H:24]([CH3:28])[CH2:25][O:26]C)[CH:22]=1)[C:10]([NH:12][C:13]1[CH:18]=[N:17][C:16]([CH3:19])=[CH:15][N:14]=1)=[O:11].CO.S([O-])([O-])(=O)=S.[Na+].[Na+]. Product: [OH:6][C:7]1[CH:8]=[C:9]([CH:20]=[C:21]([O:23][C@@H:24]([CH3:28])[CH2:25][OH:26])[CH:22]=1)[C:10]([NH:12][C:13]1[CH:18]=[N:17][C:16]([CH3:19])=[CH:15][N:14]=1)=[O:11]. The catalyst class is: 10. (2) Reactant: O[C:2]1([C:10]#[N:11])[CH:6]([CH3:7])[CH2:5][CH2:4][C:3]1([CH3:9])[CH3:8]. Product: [CH3:7][C:6]1[CH2:5][CH2:4][C:3]([CH3:9])([CH3:8])[C:2]=1[C:10]#[N:11]. The catalyst class is: 309. (3) Reactant: [NH2:1][CH2:2][CH:3]1[CH2:8][CH2:7][CH:6]([C:9](O)=[O:10])[CH2:5][CH2:4]1.[H-].[H-].[H-].[H-].[Li+].[Al+3]. Product: [NH2:1][CH2:2][CH:3]1[CH2:8][CH2:7][CH:6]([CH2:9][OH:10])[CH2:5][CH2:4]1. The catalyst class is: 1. (4) Reactant: C[Mg]Cl.[CH2:4]([C:6]1[C:14]2[C:9](=[N:10][CH:11]=[CH:12][N:13]=2)[NH:8][C:7]=1[C:15]1[CH:20]=[CH:19][C:18](CC=O)=[CH:17][CH:16]=1)[CH3:5].C([O:27][CH2:28][CH3:29])(=O)C.[CH3:30]CCCCCC. Product: [CH2:4]([C:6]1[C:14]2[C:9](=[N:10][CH:11]=[CH:12][N:13]=2)[NH:8][C:7]=1[C:15]1[CH:20]=[CH:19][C:18]([C:28]([OH:27])([CH3:29])[CH3:30])=[CH:17][CH:16]=1)[CH3:5]. The catalyst class is: 7. (5) Reactant: [CH2:1]([C@H:8]1[CH2:12][O:11][C:10](=[O:13])[N:9]1[C:14](=[O:29])[CH2:15][C@@H:16]([C:22]1[CH:27]=[CH:26][C:25]([OH:28])=[CH:24][CH:23]=1)[C:17]1[CH:21]=[CH:20][O:19][N:18]=1)[C:2]1[CH:7]=[CH:6][CH:5]=[CH:4][CH:3]=1.Br[CH2:31][C:32]1[CH:33]=[C:34]([B:38]([OH:40])[OH:39])[CH:35]=[CH:36][CH:37]=1.C(=O)([O-])[O-].[Cs+].[Cs+]. Product: [CH2:1]([C@H:8]1[CH2:12][O:11][C:10](=[O:13])[N:9]1[C:14](=[O:29])[CH2:15][C@@H:16]([C:22]1[CH:27]=[CH:26][C:25]([O:28][CH2:31][C:32]2[CH:33]=[C:34]([B:38]([OH:40])[OH:39])[CH:35]=[CH:36][CH:37]=2)=[CH:24][CH:23]=1)[C:17]1[CH:21]=[CH:20][O:19][N:18]=1)[C:2]1[CH:7]=[CH:6][CH:5]=[CH:4][CH:3]=1. The catalyst class is: 18.